This data is from Experimentally validated miRNA-target interactions with 360,000+ pairs, plus equal number of negative samples. The task is: Binary Classification. Given a miRNA mature sequence and a target amino acid sequence, predict their likelihood of interaction. (1) The miRNA is mmu-miR-1264-3p with sequence CAAAUCUUAUUUGAGCACCUGU. The protein sequence of the target gene is MLFDKVKAFSVQLDGATAGVEPVFSGGQAVAGRVLLELSSAARVGALRLRARGRAHVHWTESRSAGSSTAYTQSYSERVEVVSHRATLLAPDTGETTTLPPGRHEFLFSFQLPPTLVTSFEGKHGSVRYCIKATLHRPWVPARRARKVFTVIEPVDINTPALLAPQAGAREKVARSWYCNRGLVSLSAKIDRKGYTPGEVIPVFAEIDNGSTRPVLPRAAVVQTQTFMARGARKQKRAVVASLAGEPVGPGQRALWQGRALRIPPVGPSILHCRVLHVDYALKVCVDIPGTSKLLLELPL.... Result: 0 (no interaction). (2) The miRNA is hsa-miR-4668-3p with sequence GAAAAUCCUUUUUGUUUUUCCAG. The protein sequence of the target gene is MGVWLNKDDYIRDLKRIILCFLIVYMAILVGTDQDFYSLLGVSKTASSREIRQAFKKLALKLHPDKNPNNPNAHGDFLKINRAYEVLKDEDLRKKYDKYGEKGLEDNQGGQYESWNYYRYDFGIYDDDPEIITLERREFDAAVNSGELWFVNFYSPGCSHCHDLAPTWRDFAKEVDGLLRIGAVNCGDDRMLCRMKGVNSYPSLFIFRSGMAPVKYHGDRSKESLVSFAMQHVRSTVTELWTGNFVNSIQTAFAAGIGWLITFCSKGGDCLTSQTRLRLSGMLDGLVNVGWMDCATQDNL.... Result: 1 (interaction). (3) The miRNA is hsa-miR-5698 with sequence UGGGGGAGUGCAGUGAUUGUGG. The protein sequence of the target gene is MEEGNNNEEVIHLNNFHCHRGQEWINLRDGPITISDSSDEERIPMLVTPAPQQHEEEDLDDDVILTEDDSEDDYGEFLDLGPPGISEFTKPSGQTEREPKPGPSHNQAANDIVNPRSEQKVIILEEGSLLYTESDPLETQNQSSEDSETELLSNLGESAALADDQAIEEDCWLDHPYFQSLNQQPREITNQVVPQERQPEAELGRLLFQHEFPGPAFPRPEPQQGGISGPSSPQPAHPLGEFEDQQLASDDEEPGPAFPMQESQEPNLENIWGQEAAEVDQELVELLVKETEARFPDVAN.... Result: 1 (interaction). (4) The miRNA is hsa-miR-642a-5p with sequence GUCCCUCUCCAAAUGUGUCUUG. The protein sequence of the target gene is MSKISEAVKRARAAFSSGRTRPLQFRIQQLEALQRLIQEQEQELVGALAADLHKNEWNAYYEEVVYVLEEIEYMIQKLPEWAADEPVEKTPQTQQDELYIHSEPLGVVLVIGTWNYPFNLTIQPMVGAIAAGNSVVLKPSELSENMASLLATIIPQYLDKDLYPVINGGVPETTELLKERFDHILYTGSTGVGKIIMTAAAKHLTPVTLELGGKSPCYVDKNCDLDVACRRIAWGKFMNSGQTCVAPDYILCDPSIQNQIVEKLKKSLKEFYGEDAKKSRDYGRIISARHFQRVMGLIEG.... Result: 0 (no interaction). (5) The miRNA is mmu-miR-6999-5p with sequence AAGGAAGGAGAGUCAGCAAGCAC. The protein sequence of the target gene is MRARPQVCEALLFALALHTGVCYGIKWLALSKTPAALALNQTQHCKQLEGLVSAQVQLCRSNLELMRTIVHAARGAMKACRRAFADMRWNCSSIELAPNYLLDLERGTRESAFVYALSAATISHTIARACTSGDLPGCSCGPVPGEPPGPGNRWGGCADNLSYGLLMGAKFSDAPMKVKKTGSQANKLMRLHNSEVGRQALRASLETKCKCHGVSGSCSIRTCWKGLQELQDVAADLKTRYLSATKVVHRPMGTRKHLVPKDLDIRPVKDSELVYLQSSPDFCMKNEKVGSHGTQDRQCN.... Result: 0 (no interaction). (6) The miRNA is hsa-miR-3186-5p with sequence CAGGCGUCUGUCUACGUGGCUU. The protein sequence of the target gene is MKSNPAIQAAIDLTAGAAGGTACVLTGQPFDTMKVKMQTFPDLYRGLTDCCLKTYSQVGFRGFYKGTSPALIANIAENSVLFMCYGFCQQVVRKVAGLDKQAKLSDLQNAAAGSFASAFAALVLCPTELVKCRLQTMYEMETSGKIAKSQNTVWSVIKSILRKDGPLGFYHGLSSTLLREVPGYFFFFGGYELSRSFFASGRSKDELGPVPLMLSGGVGGICLWLAVYPVDCIKSRIQVLSMSGKQAGFIRTFINVVKNEGITALYSGLKPTMIRAFPANGALFLAYEYSRKLMMNQLEA.... Result: 1 (interaction).